Dataset: CYP2C9 inhibition data for predicting drug metabolism from PubChem BioAssay. Task: Regression/Classification. Given a drug SMILES string, predict its absorption, distribution, metabolism, or excretion properties. Task type varies by dataset: regression for continuous measurements (e.g., permeability, clearance, half-life) or binary classification for categorical outcomes (e.g., BBB penetration, CYP inhibition). Dataset: cyp2c9_veith. (1) The compound is C[C@@H](C(=O)O)[C@H]1C[C@]1(C)[C@H](NC(=O)OCc1ccccc1)c1ccccc1. The result is 1 (inhibitor). (2) The compound is C[C@@H](C(=O)NCCc1c[nH]c2ccccc12)[C@@H]1C[C@@]1(C)[C@@H](NC(=O)OCc1ccccc1)c1ccccc1. The result is 1 (inhibitor).